From a dataset of Full USPTO retrosynthesis dataset with 1.9M reactions from patents (1976-2016). Predict the reactants needed to synthesize the given product. (1) Given the product [ClH:1].[ClH:1].[ClH:1].[NH:19]1[C:27]2[C:22](=[CH:23][CH:24]=[C:25]([C:2]3[N:7]=[CH:6][C:5]([O:8][C@@H:9]4[CH:16]5[CH2:17][N:12]6[CH2:13][CH:14]([CH2:18][CH:10]4[CH2:11]6)[CH2:15]5)=[CH:4][CH:3]=3)[CH:26]=2)[CH:21]=[CH:20]1, predict the reactants needed to synthesize it. The reactants are: [Cl:1][C:2]1[N:7]=[CH:6][C:5]([O:8][C@@H:9]2[CH:16]3[CH2:17][N:12]4[CH2:13][CH:14]([CH2:18][CH:10]2[CH2:11]4)[CH2:15]3)=[CH:4][CH:3]=1.[NH:19]1[C:27]2[C:22](=[CH:23][CH:24]=[C:25](B(O)O)[CH:26]=2)[CH:21]=[CH:20]1. (2) Given the product [F:37][C:34]1[CH:33]=[CH:32][C:31]([N:20]([C:21]2[CH:26]=[CH:25][N:24]=[C:23]([NH:27][CH:28]([CH3:30])[CH3:29])[N:22]=2)[C:19]([NH:1][CH2:2][C:3]2[CH:8]=[CH:7][N:6]=[CH:5][CH:4]=2)=[O:18])=[CH:36][CH:35]=1, predict the reactants needed to synthesize it. The reactants are: [NH2:1][CH2:2][C:3]1[CH:8]=[CH:7][N:6]=[CH:5][CH:4]=1.[N+](C1C=CC([O:18][C:19](=O)[N:20]([C:31]2[CH:36]=[CH:35][C:34]([F:37])=[CH:33][CH:32]=2)[C:21]2[CH:26]=[CH:25][N:24]=[C:23]([NH:27][CH:28]([CH3:30])[CH3:29])[N:22]=2)=CC=1)([O-])=O. (3) The reactants are: [Cl:1][C:2]1[CH:7]=[CH:6][CH:5]=[C:4]([Cl:8])[C:3]=1[Cl:9].[N+:10]([O-])([OH:12])=[O:11]. Given the product [Cl:1][C:2]1[CH:7]=[CH:6][C:5]([N+:10]([O-:12])=[O:11])=[C:4]([Cl:8])[C:3]=1[Cl:9], predict the reactants needed to synthesize it. (4) Given the product [CH:30]1([N:37]([C@H:38]2[CH2:39][CH2:40][C@H:41]([CH2:45][O:46][CH2:47][CH3:48])[CH2:43][CH2:44]2)[C:17](=[O:18])[NH:62][C:60]2[S:61][C:57]([S:56][C:53]([CH3:55])([CH3:54])[C:52]([OH:51])=[O:63])=[CH:58][N:59]=2)[CH2:31][CH2:32][CH2:33][CH2:34][CH2:35][CH2:36]1, predict the reactants needed to synthesize it. The reactants are: C1(N([C@H]2CC[C@H](COC)CC2)C(=O)NC2SC(SC[C:17](O)=[O:18])=CN=2)CCCCC1.[CH:30]1([NH:37][C@H:38]2[CH2:44][CH2:43]C[C@H:41]([CH2:45][O:46][CH2:47][CH3:48])[CH2:40][CH2:39]2)[CH2:36][CH2:35][CH2:34][CH2:33][CH2:32][CH2:31]1.C([O:51][C:52](=[O:63])[C:53]([S:56][C:57]1[S:61][C:60]([NH2:62])=[N:59][CH:58]=1)([CH3:55])[CH3:54])C. (5) Given the product [F:1][C:2]1[CH:3]=[N:4][C:5]2[C:10]([C:11]=1[CH2:12][CH2:13][N:14]1[CH2:20][C@H:19]3[C@H:16]([CH2:17][C@@H:18]3[N:59]3[C:55](=[O:65])[C:56]4[C:57](=[CH:61][CH:62]=[CH:63][CH:64]=4)[C:58]3=[O:60])[CH2:15]1)=[N:9][C:8]([O:22][CH3:23])=[CH:7][CH:6]=2, predict the reactants needed to synthesize it. The reactants are: [F:1][C:2]1[CH:3]=[N:4][C:5]2[C:10]([C:11]=1[CH2:12][CH2:13][N:14]1[CH2:20][C@H:19]3[C@H:16]([CH2:17][C@H:18]3O)[CH2:15]1)=[N:9][C:8]([O:22][CH3:23])=[CH:7][CH:6]=2.CCOC(/N=N/C(OCC)=O)=O.C1C=CC(P(C2C=CC=CC=2)C2C=CC=CC=2)=CC=1.[C:55]1(=[O:65])[NH:59][C:58](=[O:60])[C:57]2=[CH:61][CH:62]=[CH:63][CH:64]=[C:56]12. (6) Given the product [CH3:21][CH:22]1[CH2:27][CH2:26][CH2:25][CH2:24][CH:23]1[NH:28][C:11](=[O:12])[C:10]1[CH:14]=[CH:15][C:16]([O:17][CH2:18][C:19]#[CH:20])=[C:8]([O:7][CH3:6])[CH:9]=1, predict the reactants needed to synthesize it. The reactants are: C1COCC1.[CH3:6][O:7][C:8]1[CH:9]=[C:10]([CH:14]=[CH:15][C:16]=1[O:17][CH2:18][C:19]#[CH:20])[C:11](Cl)=[O:12].[CH3:21][CH:22]1[CH2:27][CH2:26][CH2:25][CH2:24][CH:23]1[NH2:28].C(N(CC)CC)C. (7) Given the product [F:12][C:13]1[CH:18]=[CH:17][C:16]([O:19][C:2]2[CH:10]=[CH:9][CH:8]=[C:7]([CH3:11])[C:3]=2[C:4]([OH:6])=[O:5])=[CH:15][CH:14]=1, predict the reactants needed to synthesize it. The reactants are: Cl[C:2]1[CH:10]=[CH:9][CH:8]=[C:7]([CH3:11])[C:3]=1[C:4]([OH:6])=[O:5].[F:12][C:13]1[CH:18]=[CH:17][C:16]([OH:19])=[CH:15][CH:14]=1.